From a dataset of Full USPTO retrosynthesis dataset with 1.9M reactions from patents (1976-2016). Predict the reactants needed to synthesize the given product. (1) Given the product [Br:34][C:32]1[CH:33]=[C:29]([C:22]([NH:21][C:19]([NH:18][C:1](=[O:17])[O:2][CH2:3][CH:4]2[C:5]3[CH:6]=[CH:7][CH:8]=[CH:9][C:10]=3[C:11]3[C:16]2=[CH:15][CH:14]=[CH:13][CH:12]=3)=[S:20])([CH3:28])[CH2:23][C:24]([CH2:25][OH:26])=[CH2:27])[S:30][CH:31]=1, predict the reactants needed to synthesize it. The reactants are: [C:1]([N:18]=[C:19]=[S:20])(=[O:17])[O:2][CH2:3][CH:4]1[C:16]2[CH:15]=[CH:14][CH:13]=[CH:12][C:11]=2[C:10]2[C:5]1=[CH:6][CH:7]=[CH:8][CH:9]=2.[NH2:21][C:22]([C:29]1[S:30][CH:31]=[C:32]([Br:34])[CH:33]=1)([CH3:28])[CH2:23][C:24](=[CH2:27])[CH2:25][OH:26]. (2) Given the product [C:22]([C:21]1[CH:24]=[CH:25][C:18]([N:11]2[C@@H:12]3[CH2:17][CH2:16][CH2:15][CH2:14][C@H:13]3[N:9]([CH2:8][C:5]3[CH:4]=[CH:3][C:2]([C:32]#[N:34])=[N:7][CH:6]=3)[C:10]2=[O:30])=[CH:19][C:20]=1[C:26]([F:28])([F:29])[F:27])#[N:23], predict the reactants needed to synthesize it. The reactants are: Cl[C:2]1[N:7]=[CH:6][C:5]([CH2:8][N:9]2[C@@H:13]3[CH2:14][CH2:15][CH2:16][CH2:17][C@H:12]3[N:11]([C:18]3[CH:25]=[CH:24][C:21]([C:22]#[N:23])=[C:20]([C:26]([F:29])([F:28])[F:27])[CH:19]=3)[C:10]2=[O:30])=[CH:4][CH:3]=1.C[C:32]([N:34](C)C)=O. (3) The reactants are: [Br:1][CH:2]1[CH2:6][CH:5]([O:7][CH3:8])[CH2:4][CH:3]1[OH:9].CC(OI1(OC(C)=O)(OC(C)=O)OC(=O)C2C=CC=CC1=2)=O. Given the product [Br:1][CH:2]1[CH2:6][CH:5]([O:7][CH3:8])[CH2:4][C:3]1=[O:9], predict the reactants needed to synthesize it. (4) The reactants are: Br[C:2]1[CH:3]=[CH:4][C:5]([N+:8]([O-:10])=[O:9])=[N:6][CH:7]=1.CC([O-])=[O:13].[K+]. Given the product [N+:8]([C:5]1[N:6]=[CH:7][C:2]([OH:13])=[CH:3][CH:4]=1)([O-:10])=[O:9], predict the reactants needed to synthesize it. (5) Given the product [CH3:37][N:38]([CH2:39][C:40]1[N:49]([CH2:50][CH2:51][C:52]2[CH:53]=[N:54][CH:55]=[CH:56][CH:57]=2)[C:44]2[CH:45]=[CH:46][CH:47]=[CH:48][C:43]=2[N:42]=1)[CH:58]1[C:67]2[N:66]=[CH:65][CH:64]=[CH:63][C:62]=2[CH2:61][CH2:60][CH2:59]1, predict the reactants needed to synthesize it. The reactants are: CN(CC1N([C@H]2CC[C@H](NC(=O)OC(C)(C)C)CC2)C2C=CC=CC=2N=1)C1C2N=CC=CC=2CCC1.[CH3:37][N:38]([CH:58]1[C:67]2[N:66]=[CH:65][CH:64]=[CH:63][C:62]=2[CH2:61][CH2:60][CH2:59]1)[CH2:39][C:40]([NH:42][C:43]1[CH:48]=[CH:47][CH:46]=[CH:45][C:44]=1[NH:49][CH2:50][CH2:51][C:52]1[CH:53]=[N:54][CH:55]=[CH:56][CH:57]=1)=O. (6) Given the product [Cl:23][C:24]1[CH:29]=[C:28]([C:17]2[N:16]=[C:15]([C:13]([NH:12][C:8]3[CH:7]=[C:6]([CH2:5][C:4]([OH:3])=[O:22])[CH:11]=[CH:10][CH:9]=3)=[O:14])[CH:20]=[CH:19][CH:18]=2)[CH:27]=[CH:26][CH:25]=1, predict the reactants needed to synthesize it. The reactants are: C([O:3][C:4](=[O:22])[CH2:5][C:6]1[CH:11]=[CH:10][CH:9]=[C:8]([NH:12][C:13]([C:15]2[CH:20]=[CH:19][CH:18]=[C:17](Br)[N:16]=2)=[O:14])[CH:7]=1)C.[Cl:23][C:24]1[CH:25]=[C:26](B(O)O)[CH:27]=[CH:28][CH:29]=1. (7) Given the product [NH2:8][C:9]1[S:10][C:11]([C:18]2[CH:23]=[CH:22][C:21]([F:24])=[C:20]([F:25])[CH:19]=2)=[CH:12][C:13]=1[C:14]([O:16][CH3:17])=[O:15], predict the reactants needed to synthesize it. The reactants are: C(OC([NH:8][C:9]1[S:10][C:11]([C:18]2[CH:23]=[CH:22][C:21]([F:24])=[C:20]([F:25])[CH:19]=2)=[CH:12][C:13]=1[C:14]([O:16][CH3:17])=[O:15])=O)(C)(C)C.Cl.